Dataset: Forward reaction prediction with 1.9M reactions from USPTO patents (1976-2016). Task: Predict the product of the given reaction. (1) Given the reactants FC1C=C(C=C(F)C=1)CN1C(=O)C=CC(CC2C3C(=CC=C(F)C=3)N(CC(O)=O)C=2C)=C1.[CH3:33][C:34]1[NH:35][C:36]2[C:41]([CH:42]=1)=[C:40]([N+:43]([O-:45])=[O:44])[CH:39]=[CH:38][CH:37]=2.[H-].[Na+].Br[CH2:49][C:50]([O:52][CH3:53])=[O:51], predict the reaction product. The product is: [CH3:33][C:34]1[N:35]([CH2:49][C:50]([O:52][CH3:53])=[O:51])[C:36]2[C:41]([CH:42]=1)=[C:40]([N+:43]([O-:45])=[O:44])[CH:39]=[CH:38][CH:37]=2. (2) Given the reactants [F:1][C:2]1[CH:3]=[CH:4][C:5]([S:10][CH3:11])=[C:6]([CH:9]=1)[C:7]#[N:8].ClC1C=CC(SCC)=C(CN)C=1, predict the reaction product. The product is: [F:1][C:2]1[CH:3]=[CH:4][C:5]([S:10][CH3:11])=[C:6]([CH2:7][NH2:8])[CH:9]=1. (3) Given the reactants [C:1]([O:7][CH2:8][N:9]1[C:13]2[N:14]=[N:15][CH:16]=[C:17]([C:18]3[CH:19]=[N:20][N:21]([CH:23]4[CH2:27][CH2:26][CH2:25][CH:24]4[CH2:28][OH:29])[CH:22]=3)[C:12]=2[CH:11]=[CH:10]1)(=[O:6])[C:2]([CH3:5])([CH3:4])[CH3:3].[CH3:30][S:31](Cl)(=[O:33])=[O:32], predict the reaction product. The product is: [C:1]([O:7][CH2:8][N:9]1[C:13]2[N:14]=[N:15][CH:16]=[C:17]([C:18]3[CH:19]=[N:20][N:21]([CH:23]4[CH2:27][CH2:26][CH2:25][CH:24]4[CH2:28][O:29][S:31]([CH3:30])(=[O:33])=[O:32])[CH:22]=3)[C:12]=2[CH:11]=[CH:10]1)(=[O:6])[C:2]([CH3:5])([CH3:4])[CH3:3]. (4) Given the reactants [NH2:1][CH2:2][C@@H:3]([C:5]1[CH:6]=[CH:7][C:8]([OH:16])=[C:9]([NH:11][S:12]([CH3:15])(=[O:14])=[O:13])[CH:10]=1)[OH:4].CCN(C(C)C)C(C)C.Br[CH2:27][CH2:28][C:29]1[CH:47]=[CH:46][C:32]([O:33][CH2:34][CH2:35][O:36][CH2:37][C:38]2[CH:39]=[C:40]([CH:43]=[CH:44][CH:45]=2)[C:41]#[N:42])=[CH:31][CH:30]=1, predict the reaction product. The product is: [C:41]([C:40]1[CH:39]=[C:38]([CH:45]=[CH:44][CH:43]=1)[CH2:37][O:36][CH2:35][CH2:34][O:33][C:32]1[CH:31]=[CH:30][C:29]([CH2:28][CH2:27][NH:1][CH2:2][C@@H:3]([C:5]2[CH:6]=[CH:7][C:8]([OH:16])=[C:9]([NH:11][S:12]([CH3:15])(=[O:14])=[O:13])[CH:10]=2)[OH:4])=[CH:47][CH:46]=1)#[N:42]. (5) Given the reactants [OH:1][C:2]1[CH:3]=[C:4]([C:11]2[CH:16]=[CH:15][CH:14]=[CH:13][CH:12]=2)[CH:5]=[CH:6][C:7]=1[C:8](=O)[CH3:9], predict the reaction product. The product is: [CH2:8]([C:7]1[CH:6]=[CH:5][C:4]([C:11]2[CH:12]=[CH:13][CH:14]=[CH:15][CH:16]=2)=[CH:3][C:2]=1[OH:1])[CH3:9]. (6) Given the reactants [F:1][C:2]1[CH:3]=[CH:4][C:5]([CH3:19])=[C:6]([C:8]2[CH:17]=[C:16]3[C:11]([CH:12]=[C:13](N)[N:14]=[CH:15]3)=[CH:10][CH:9]=2)[CH:7]=1.C(Cl)(Cl)[Cl:21].N(OC(C)(C)C)=O.C([O-])([O-])=O.[Na+].[Na+], predict the reaction product. The product is: [Cl:21][C:13]1[N:14]=[CH:15][C:16]2[C:11]([CH:12]=1)=[CH:10][CH:9]=[C:8]([C:6]1[CH:7]=[C:2]([F:1])[CH:3]=[CH:4][C:5]=1[CH3:19])[CH:17]=2. (7) Given the reactants [CH2:1]([I:3])[CH3:2].[CH2:4]([N:7]([CH2:25][CH:26]=[CH2:27])[CH2:8][CH2:9][CH:10]([C:17]1[CH:22]=[C:21]([CH3:23])[CH:20]=[CH:19][C:18]=1[OH:24])[C:11]1[CH:16]=[CH:15][CH:14]=[CH:13][CH:12]=1)[CH:5]=[CH2:6], predict the reaction product. The product is: [I-:3].[OH:24][C:18]1[CH:19]=[CH:20][C:21]([CH3:23])=[CH:22][C:17]=1[CH:10]([C:11]1[CH:16]=[CH:15][CH:14]=[CH:13][CH:12]=1)[CH2:9][CH2:8][N+:7]([CH2:4][CH:5]=[CH2:6])([CH2:25][CH:26]=[CH2:27])[CH2:1][CH3:2]. (8) Given the reactants [CH3:1][CH2:2][CH2:3][CH2:4][CH2:5][CH2:6][CH2:7][CH2:8][CH2:9][CH2:10][CH2:11][CH2:12][CH2:13][CH2:14][CH2:15][C:16]([O:18][CH2:19][C@@H:20]([O:33][C:34]([CH2:36][CH2:37][CH2:38][CH2:39][CH2:40][CH2:41][CH2:42]/[CH:43]=[CH:44]\[CH2:45][CH2:46][CH2:47][CH2:48][CH2:49][CH2:50][CH2:51][CH3:52])=[O:35])[CH2:21][O:22][P:23]([O:26][CH2:27][CH2:28][N+:29]([CH3:32])([CH3:31])[CH3:30])([O-:25])=[O:24])=[O:17].[OH2:53].[O-:54][Cl:55]=[O:56].[O-:57][Cl:58]=[O:59].[O-:60][Cl:61]=[O:62].[O-:63][Cl:64]=[O:65].[O:66]=O, predict the reaction product. The product is: [CH3:1][CH2:2][CH2:3][CH2:4][CH2:5][CH2:6][CH2:7][CH2:8][CH2:9][CH2:10][CH2:11][CH2:12][CH2:13][CH2:14][CH2:15][C:16]([O:18][CH2:19][C@@H:20]([O:33][C:34]([CH2:36][CH2:37][CH2:38][CH2:39][CH2:40][CH2:41][CH2:42]/[CH:43]=[CH:44]\[CH2:45][CH2:46][CH2:47][CH2:48][CH2:49][CH2:50][CH2:51][CH3:52])=[O:35])[CH2:21][O:22][P:23]([O:26][CH2:27][CH2:28][N+:29]([CH3:32])([CH3:31])[CH3:30])([O-:25])=[O:24])=[O:17].[OH2:54].[O-:59][Cl:58]=[O:57].[O-:62][Cl:61]=[O:60].[O-:65][Cl:64]=[O:63].[O-:56][Cl:55]=[O:54].[O:53]=[O:66]. (9) Given the reactants [O:1]1[C:5]2[CH:6]=[CH:7][C:8]([CH2:10][CH2:11][NH:12][C:13]([C:15]3[CH:37]=[CH:36][C:18]([O:19][C:20]4[CH:29]=[C:28]5[C:23]([CH:24]([C:30]([O:32]CC)=[O:31])[CH2:25][CH2:26][O:27]5)=[CH:22][C:21]=4[Cl:35])=[CH:17][CH:16]=3)=[O:14])=[CH:9][C:4]=2[O:3][CH2:2]1.[OH-].[Na+].Cl, predict the reaction product. The product is: [O:1]1[C:5]2[CH:6]=[CH:7][C:8]([CH2:10][CH2:11][NH:12][C:13]([C:15]3[CH:37]=[CH:36][C:18]([O:19][C:20]4[CH:29]=[C:28]5[C:23]([CH:24]([C:30]([OH:32])=[O:31])[CH2:25][CH2:26][O:27]5)=[CH:22][C:21]=4[Cl:35])=[CH:17][CH:16]=3)=[O:14])=[CH:9][C:4]=2[O:3][CH2:2]1. (10) Given the reactants Cl[C:2]1[N:7]=[CH:6][N:5]=[C:4](Cl)[CH:3]=1.C1C=CC2C=C(N)C=CC=2C=1.CC[O:22]CC.C(=O)(O)[O-].[Na+].C(Cl)([Cl:32])=O.C(COC1C(N)=CC=CC=1)(C)(C)C, predict the reaction product. The product is: [Cl:32][C:6]1[N:5]=[CH:4][CH:3]=[CH:2][N:7]=1.[NH2:5][C:6]([NH2:7])=[O:22].